This data is from TCR-epitope binding with 47,182 pairs between 192 epitopes and 23,139 TCRs. The task is: Binary Classification. Given a T-cell receptor sequence (or CDR3 region) and an epitope sequence, predict whether binding occurs between them. The epitope is KPLEFGATSAAL. The TCR CDR3 sequence is CASRPGTSVADTQYF. Result: 1 (the TCR binds to the epitope).